Task: Predict the reactants needed to synthesize the given product.. Dataset: Full USPTO retrosynthesis dataset with 1.9M reactions from patents (1976-2016) (1) Given the product [CH3:41][C:5]([O:34][C:35]1[CH:36]=[CH:37][CH:38]=[CH:39][CH:40]=1)([CH2:6][C:7]1[CH:8]=[CH:9][C:10]([O:13][CH2:14][CH2:15][CH:16]2[CH2:20][N:19]([CH2:21][C:22]3[CH:31]=[CH:30][C:29]4[C:24](=[CH:25][CH:26]=[CH:27][CH:28]=4)[CH:23]=3)[C:18](=[O:32])[N:17]2[CH3:33])=[CH:11][CH:12]=1)[C:4]([OH:42])=[O:3], predict the reactants needed to synthesize it. The reactants are: C([O:3][C:4](=[O:42])[C:5]([CH3:41])([O:34][C:35]1[CH:40]=[CH:39][CH:38]=[CH:37][CH:36]=1)[CH2:6][C:7]1[CH:12]=[CH:11][C:10]([O:13][CH2:14][CH2:15][CH:16]2[CH2:20][N:19]([CH2:21][C:22]3[CH:31]=[CH:30][C:29]4[C:24](=[CH:25][CH:26]=[CH:27][CH:28]=4)[CH:23]=3)[C:18](=[O:32])[N:17]2[CH3:33])=[CH:9][CH:8]=1)C.[OH-].[Na+]. (2) Given the product [CH:7]([NH:10][C:11]1[CH:16]=[C:15]([CH3:17])[CH:14]=[CH:13][C:12]=1[NH:18][C:20]1[CH:21]=[C:22]([N:38]([CH3:40])[CH3:39])[N:23]=[C:24]([N:26]2[CH2:31][CH2:30][N:29]([C:32]3[CH:37]=[CH:36][CH:35]=[CH:34][N:33]=3)[CH2:28][CH2:27]2)[N:25]=1)([CH3:9])[CH3:8], predict the reactants needed to synthesize it. The reactants are: CC(C)([O-])C.[Na+].[CH:7]([NH:10][C:11]1[C:12]([NH2:18])=[CH:13][CH:14]=[C:15]([CH3:17])[CH:16]=1)([CH3:9])[CH3:8].Cl[C:20]1[N:25]=[C:24]([N:26]2[CH2:31][CH2:30][N:29]([C:32]3[CH:37]=[CH:36][CH:35]=[CH:34][N:33]=3)[CH2:28][CH2:27]2)[N:23]=[C:22]([N:38]([CH3:40])[CH3:39])[CH:21]=1.C1(P(C2C=CC=CC=2)C2C=CC3C(=CC=CC=3)C=2C2C3C(=CC=CC=3)C=CC=2P(C2C=CC=CC=2)C2C=CC=CC=2)C=CC=CC=1. (3) Given the product [NH2:1][C:2]1[N:3]=[CH:4][C:5]([C:20]2[CH:30]=[CH:29][C:23]([C:24]([N:26]([CH3:28])[CH3:27])=[O:25])=[CH:22][CH:21]=2)=[N:6][C:7]=1[C:8]1[O:9][C:10]([C:13]2[CH:18]=[CH:17][CH:16]=[CH:15][C:14]=2[C:33]2[CH:34]=[CH:35][S:31][CH:32]=2)=[N:11][N:12]=1, predict the reactants needed to synthesize it. The reactants are: [NH2:1][C:2]1[N:3]=[CH:4][C:5]([C:20]2[CH:30]=[CH:29][C:23]([C:24]([N:26]([CH3:28])[CH3:27])=[O:25])=[CH:22][CH:21]=2)=[N:6][C:7]=1[C:8]1[O:9][C:10]([C:13]2[CH:18]=[CH:17][CH:16]=[CH:15][C:14]=2Br)=[N:11][N:12]=1.[S:31]1[CH:35]=[CH:34][C:33](B(O)O)=[CH:32]1.C(=O)([O-])[O-].[Cs+].[Cs+].C1(P(C2C=CC=CC=2)C2C=CC=CC=2)C=CC=CC=1. (4) Given the product [CH:7]1([NH:13][C:14]([N:1]2[CH2:6][CH2:5][CH2:4][CH2:3][CH2:2]2)=[O:15])[CH2:12][CH2:11][CH2:10][CH2:9][CH2:8]1, predict the reactants needed to synthesize it. The reactants are: [NH:1]1[CH2:6][CH2:5][CH2:4][CH2:3][CH2:2]1.[CH:7]1([N:13]=[C:14]=[O:15])[CH2:12][CH2:11][CH2:10][CH2:9][CH2:8]1.